Dataset: NCI-60 drug combinations with 297,098 pairs across 59 cell lines. Task: Regression. Given two drug SMILES strings and cell line genomic features, predict the synergy score measuring deviation from expected non-interaction effect. (1) Drug 1: CS(=O)(=O)CCNCC1=CC=C(O1)C2=CC3=C(C=C2)N=CN=C3NC4=CC(=C(C=C4)OCC5=CC(=CC=C5)F)Cl. Drug 2: C1CN(CCN1C(=O)CCBr)C(=O)CCBr. Synergy scores: CSS=20.9, Synergy_ZIP=-5.81, Synergy_Bliss=2.46, Synergy_Loewe=-0.213, Synergy_HSA=3.62. Cell line: UACC62. (2) Drug 2: C1=CC(=CC=C1CCC2=CNC3=C2C(=O)NC(=N3)N)C(=O)NC(CCC(=O)O)C(=O)O. Drug 1: CC1=C2C(C(=O)C3(C(CC4C(C3C(C(C2(C)C)(CC1OC(=O)C(C(C5=CC=CC=C5)NC(=O)OC(C)(C)C)O)O)OC(=O)C6=CC=CC=C6)(CO4)OC(=O)C)OC)C)OC. Synergy scores: CSS=51.3, Synergy_ZIP=-4.58, Synergy_Bliss=-6.65, Synergy_Loewe=-10.5, Synergy_HSA=0.541. Cell line: K-562. (3) Drug 1: C1=NNC2=C1C(=O)NC=N2. Drug 2: CC(C)NC(=O)C1=CC=C(C=C1)CNNC.Cl. Cell line: BT-549. Synergy scores: CSS=4.32, Synergy_ZIP=-5.94, Synergy_Bliss=-10.5, Synergy_Loewe=-0.108, Synergy_HSA=-5.08. (4) Drug 1: CC1=CC=C(C=C1)C2=CC(=NN2C3=CC=C(C=C3)S(=O)(=O)N)C(F)(F)F. Drug 2: C1=NC2=C(N=C(N=C2N1C3C(C(C(O3)CO)O)F)Cl)N. Cell line: T-47D. Synergy scores: CSS=-2.03, Synergy_ZIP=1.12, Synergy_Bliss=1.35, Synergy_Loewe=-5.27, Synergy_HSA=-2.33. (5) Drug 1: CS(=O)(=O)C1=CC(=C(C=C1)C(=O)NC2=CC(=C(C=C2)Cl)C3=CC=CC=N3)Cl. Drug 2: C1CC(C1)(C(=O)O)C(=O)O.[NH2-].[NH2-].[Pt+2]. Cell line: SK-MEL-2. Synergy scores: CSS=17.2, Synergy_ZIP=0.820, Synergy_Bliss=6.52, Synergy_Loewe=-6.05, Synergy_HSA=2.26. (6) Drug 1: C1=C(C(=O)NC(=O)N1)F. Drug 2: C1=CC(=CC=C1CCCC(=O)O)N(CCCl)CCCl. Cell line: HL-60(TB). Synergy scores: CSS=91.0, Synergy_ZIP=-4.01, Synergy_Bliss=-8.54, Synergy_Loewe=-4.49, Synergy_HSA=-1.99. (7) Drug 1: CC12CCC3C(C1CCC2O)C(CC4=C3C=CC(=C4)O)CCCCCCCCCS(=O)CCCC(C(F)(F)F)(F)F. Drug 2: C1=CN(C=N1)CC(O)(P(=O)(O)O)P(=O)(O)O. Cell line: CCRF-CEM. Synergy scores: CSS=3.99, Synergy_ZIP=-3.96, Synergy_Bliss=-7.63, Synergy_Loewe=-0.569, Synergy_HSA=-2.65. (8) Drug 1: C1=C(C(=O)NC(=O)N1)N(CCCl)CCCl. Drug 2: C1C(C(OC1N2C=C(C(=O)NC2=O)F)CO)O. Synergy scores: CSS=26.7, Synergy_ZIP=-12.7, Synergy_Bliss=-9.66, Synergy_Loewe=-3.99, Synergy_HSA=-2.70. Cell line: BT-549. (9) Drug 1: C1=CC(=CC=C1C#N)C(C2=CC=C(C=C2)C#N)N3C=NC=N3. Drug 2: CCC(=C(C1=CC=CC=C1)C2=CC=C(C=C2)OCCN(C)C)C3=CC=CC=C3.C(C(=O)O)C(CC(=O)O)(C(=O)O)O. Cell line: HCT-15. Synergy scores: CSS=16.3, Synergy_ZIP=-2.82, Synergy_Bliss=-0.865, Synergy_Loewe=-3.22, Synergy_HSA=-2.71. (10) Drug 1: C1CN1C2=NC(=NC(=N2)N3CC3)N4CC4. Drug 2: CNC(=O)C1=NC=CC(=C1)OC2=CC=C(C=C2)NC(=O)NC3=CC(=C(C=C3)Cl)C(F)(F)F. Cell line: KM12. Synergy scores: CSS=11.4, Synergy_ZIP=-18.7, Synergy_Bliss=-41.9, Synergy_Loewe=-19.1, Synergy_HSA=-35.4.